From a dataset of Catalyst prediction with 721,799 reactions and 888 catalyst types from USPTO. Predict which catalyst facilitates the given reaction. Reactant: [O:1]1[CH2:6][CH2:5][CH2:4][CH2:3][CH:2]1[N:7]1[CH:11]=[C:10]([C:12]2[CH:13]=[C:14]3[C:18](=[CH:19][CH:20]=2)[N:17]([CH2:21][CH:22]2[CH2:26][N:25](C(OCC4C=CC=CC=4)=O)[CH2:24][CH2:23]2)[CH:16]=[CH:15]3)[CH:9]=[N:8]1.CO.ClCCl. Product: [NH:25]1[CH2:24][CH2:23][CH:22]([CH2:21][N:17]2[C:18]3[C:14](=[CH:13][C:12]([C:10]4[CH:9]=[N:8][N:7]([CH:2]5[CH2:3][CH2:4][CH2:5][CH2:6][O:1]5)[CH:11]=4)=[CH:20][CH:19]=3)[CH:15]=[CH:16]2)[CH2:26]1. The catalyst class is: 50.